This data is from Full USPTO retrosynthesis dataset with 1.9M reactions from patents (1976-2016). The task is: Predict the reactants needed to synthesize the given product. (1) Given the product [NH2:12][C:11]1[O:20][C:18]2[N:17]([C:21]3[CH:26]=[CH:25][CH:24]=[CH:23][CH:22]=3)[N:16]=[C:15]([CH3:14])[C:19]=2[CH:1]([C:2]2[CH:7]=[CH:6][CH:5]=[CH:4][CH:3]=2)[C:10]=1[C:9]#[N:13], predict the reactants needed to synthesize it. The reactants are: [CH:1](=O)[C:2]1[CH:7]=[CH:6][CH:5]=[CH:4][CH:3]=1.[C:9](#[N:13])[CH2:10][C:11]#[N:12].[CH3:14][C:15]1[CH2:19][C:18](=[O:20])[N:17]([C:21]2[CH:26]=[CH:25][CH:24]=[CH:23][CH:22]=2)[N:16]=1.[O-]S([O-])(=O)=O.[Na+].[Na+].CC[C@@H]1[C@@H]2C[C@@H]([C@H](O)C3C4C=C(OCC)C=CC=4N=CC=3)N(CC2)C1.Cl. (2) Given the product [N:13]1[N:12]([C:16]2[S:17][CH:18]=[CH:19][C:20]=2[C:21]([N:7]2[CH2:6][C@@H:5]([OH:8])[CH2:4][CH2:3][C@H:2]2[CH3:1])=[O:22])[N:11]=[CH:15][CH:14]=1, predict the reactants needed to synthesize it. The reactants are: [CH3:1][C@H:2]1[NH:7][CH2:6][C@@H:5]([OH:8])[CH2:4][CH2:3]1.[OH-].[Na+].[N:11]1[N:12]([C:16]2[S:17][CH:18]=[CH:19][C:20]=2[C:21](Cl)=[O:22])[N:13]=[CH:14][CH:15]=1. (3) Given the product [ClH:17].[NH:8]1[CH2:12][CH2:11][CH:10]([NH:13][C:14](=[O:16])[CH3:15])[CH2:9]1, predict the reactants needed to synthesize it. The reactants are: C(OC([N:8]1[CH2:12][CH2:11][CH:10]([NH:13][C:14](=[O:16])[CH3:15])[CH2:9]1)=O)(C)(C)C.[ClH:17]. (4) Given the product [CH3:1][O:2][C:3]1[CH:8]=[CH:7][C:6]([C:21]2[CH:22]=[CH:23][C:18]([C:16]([C:15]3[CH:24]=[CH:25][CH:12]=[CH:13][CH:14]=3)=[O:17])=[CH:19][CH:20]=2)=[CH:5][CH:4]=1, predict the reactants needed to synthesize it. The reactants are: [CH3:1][O:2][C:3]1[CH:8]=[CH:7][C:6]([Mg]Br)=[CH:5][CH:4]=1.Br[C:12]1[CH:25]=[CH:24][C:15]([C:16]([C:18]2[CH:23]=[CH:22][CH:21]=[CH:20][CH:19]=2)=[O:17])=[CH:14][CH:13]=1. (5) Given the product [NH2:49][C:50]1[N:59]=[C:58]([N:60]2[CH2:61][CH2:62][N:63]([CH3:66])[CH2:64][CH2:65]2)[C:57]2[C:52](=[CH:53][C:54]([C:67]([NH:26][CH:27]([CH2:33][C:34]3[CH:39]=[CH:38][CH:37]=[C:36]([O:40][C:41]4[CH:46]=[CH:45][CH:44]=[C:43]([C:47]#[N:48])[CH:42]=4)[CH:35]=3)[C:28]([N:30]([CH3:32])[CH3:31])=[O:29])=[O:68])=[CH:55][CH:56]=2)[N:51]=1, predict the reactants needed to synthesize it. The reactants are: F[P-](F)(F)(F)(F)F.C[N+](C)=C(N(C)C)ON1C2N=CC=CC=2N=N1.Cl.[NH2:26][CH:27]([CH2:33][C:34]1[CH:39]=[CH:38][CH:37]=[C:36]([O:40][C:41]2[CH:46]=[CH:45][CH:44]=[C:43]([C:47]#[N:48])[CH:42]=2)[CH:35]=1)[C:28]([N:30]([CH3:32])[CH3:31])=[O:29].[NH2:49][C:50]1[N:59]=[C:58]([N:60]2[CH2:65][CH2:64][N:63]([CH3:66])[CH2:62][CH2:61]2)[C:57]2[C:52](=[CH:53][C:54]([C:67](O)=[O:68])=[CH:55][CH:56]=2)[N:51]=1.C(N(CC)C(C)C)(C)C. (6) Given the product [CH3:41][O:40][C:37]1[CH:38]=[CH:39][C:34](/[C:32](/[CH3:33])=[CH:31]/[N:6]2[C:7]3[CH:8]=[CH:9][C:10]([CH3:16])=[CH:11][C:12]=3[C:13]3[CH2:14][CH2:15][N:2]([CH3:1])[CH2:3][CH2:4][C:5]2=3)=[CH:35][CH:36]=1, predict the reactants needed to synthesize it. The reactants are: [CH3:1][N:2]1[CH2:15][CH2:14][C:13]2[C:12]3[CH:11]=[C:10]([CH3:16])[CH:9]=[CH:8][C:7]=3[NH:6][C:5]=2[CH2:4][CH2:3]1.CN(C=O)C.[O-]P([O-])([O-])=O.[K+].[K+].[K+].Br[CH:31]=[C:32]([C:34]1[CH:39]=[CH:38][C:37]([O:40][CH3:41])=[CH:36][CH:35]=1)[CH3:33]. (7) Given the product [ClH:15].[CH2:1]([O:3][C:4]([C:6]1[C:14]2[C:13]([NH:16][C:17]3[CH:25]=[CH:24][C:20]4[O:21][CH:22]=[CH:23][C:19]=4[CH:18]=3)=[N:12][CH:11]=[N:10][C:9]=2[NH:8][CH:7]=1)=[O:5])[CH3:2], predict the reactants needed to synthesize it. The reactants are: [CH2:1]([O:3][C:4]([C:6]1[C:14]2[C:13]([Cl:15])=[N:12][CH:11]=[N:10][C:9]=2[NH:8][CH:7]=1)=[O:5])[CH3:2].[NH2:16][C:17]1[CH:25]=[CH:24][C:20]2[O:21][CH:22]=[CH:23][C:19]=2[CH:18]=1. (8) Given the product [Cl:1][CH2:36][C:37]1[N:41]([CH3:42])[C:40]2[CH:43]=[CH:44][CH:45]=[CH:46][C:39]=2[N:38]=1, predict the reactants needed to synthesize it. The reactants are: [Cl:1]C1C=C(C=C(OC2C=C(O)C=CC=2Cl)C=1)C#N.ClC1C=C(C=C(OC2C=C(O[CH2:36][C:37]3[N:41]([CH3:42])[C:40]4[CH:43]=[CH:44][CH:45]=[CH:46][C:39]=4[N:38]=3)C=CC=2Cl)C=1)C#N. (9) The reactants are: [C:1]([CH:4]([CH2:9][C:10]([O:12][CH3:13])=[O:11])[C:5]([O:7]C)=O)(=O)[CH3:2].[NH2:14][C:15]1[CH:19]=[C:18]([C:20]([CH3:23])([CH3:22])[CH3:21])[NH:17][N:16]=1. Given the product [C:20]([C:18]1[CH:19]=[C:15]2[N:14]=[C:1]([CH3:2])[C:4]([CH2:9][C:10]([O:12][CH3:13])=[O:11])=[C:5]([OH:7])[N:16]2[N:17]=1)([CH3:23])([CH3:22])[CH3:21], predict the reactants needed to synthesize it. (10) The reactants are: [C:1]([O:4][CH2:5][C@@H:6]([OH:23])[C@@H:7]([NH:15][C:16]([O:18][C:19]([CH3:22])([CH3:21])[CH3:20])=[O:17])[CH2:8][C:9]1[CH:14]=[CH:13][CH:12]=[CH:11][CH:10]=1)(=[O:3])[CH3:2].[CH3:24][S:25](Cl)(=[O:27])=[O:26].N1C=CC=CC=1. Given the product [C:1]([O:4][CH2:5][C@@H:6]([O:23][S:25]([CH3:24])(=[O:27])=[O:26])[C@@H:7]([NH:15][C:16]([O:18][C:19]([CH3:22])([CH3:21])[CH3:20])=[O:17])[CH2:8][C:9]1[CH:10]=[CH:11][CH:12]=[CH:13][CH:14]=1)(=[O:3])[CH3:2], predict the reactants needed to synthesize it.